This data is from Peptide-MHC class I binding affinity with 185,985 pairs from IEDB/IMGT. The task is: Regression. Given a peptide amino acid sequence and an MHC pseudo amino acid sequence, predict their binding affinity value. This is MHC class I binding data. (1) The peptide sequence is YRYGFVANF. The MHC is HLA-B15:01 with pseudo-sequence HLA-B15:01. The binding affinity (normalized) is 0.252. (2) The peptide sequence is DTVLFNAGL. The MHC is HLA-B07:02 with pseudo-sequence HLA-B07:02. The binding affinity (normalized) is 0.0847. (3) The peptide sequence is TLGIVCPI. The MHC is HLA-A02:06 with pseudo-sequence HLA-A02:06. The binding affinity (normalized) is 0.0536. (4) The peptide sequence is RKDNRRGLR. The MHC is HLA-B27:05 with pseudo-sequence HLA-B27:05. The binding affinity (normalized) is 0.0399. (5) The peptide sequence is VPGSETMCY. The MHC is HLA-A30:02 with pseudo-sequence HLA-A30:02. The binding affinity (normalized) is 0.168. (6) The peptide sequence is ASSSNYNTY. The MHC is HLA-A02:01 with pseudo-sequence HLA-A02:01. The binding affinity (normalized) is 0.0847. (7) The peptide sequence is AARAGGAAV. The MHC is HLA-B07:02 with pseudo-sequence HLA-B07:02. The binding affinity (normalized) is 0.851. (8) The peptide sequence is ATAVNQECW. The MHC is HLA-B58:01 with pseudo-sequence HLA-B58:01. The binding affinity (normalized) is 0.635. (9) The peptide sequence is GEGLHRLGY. The MHC is HLA-B44:02 with pseudo-sequence HLA-B44:02. The binding affinity (normalized) is 0.774. (10) The peptide sequence is KVMGITAEW. The MHC is HLA-B58:01 with pseudo-sequence HLA-B58:01. The binding affinity (normalized) is 1.00.